From a dataset of Reaction yield outcomes from USPTO patents with 853,638 reactions. Predict the reaction yield, written as a fraction of the theoretical maximum amount of product (1.0 means a 100% yield; for example, 0.34 means a 34% yield). (1) The reactants are [H-].[Na+].[F:3][C:4]1[CH:5]=[C:6]([C:10]2[C:14]([CH2:15][OH:16])=[C:13]([CH3:17])[O:12][N:11]=2)[CH:7]=[CH:8][CH:9]=1.Cl[C:19]1[CH:28]=[CH:27][C:22]([C:23]([O:25][CH3:26])=[O:24])=[CH:21][N:20]=1.[Cl-].[Na+]. The catalyst is C1COCC1. The product is [CH3:26][O:25][C:23](=[O:24])[C:22]1[CH:27]=[CH:28][C:19]([O:16][CH2:15][C:14]2[C:10]([C:6]3[CH:7]=[CH:8][CH:9]=[C:4]([F:3])[CH:5]=3)=[N:11][O:12][C:13]=2[CH3:17])=[N:20][CH:21]=1. The yield is 0.680. (2) The catalyst is CC#N. The product is [F:5][C:6]([C:9]1[N:14]=[CH:13][C:12]([CH2:15][C@H:16]2[CH2:17][O:18][S:2](=[O:1])[N:19]2[C:20]([O:21][C:22]([CH3:25])([CH3:24])[CH3:23])=[O:26])=[CH:11][CH:10]=1)([F:8])[CH3:7]. The reactants are [O:1]=[S:2](Cl)Cl.[F:5][C:6]([C:9]1[N:14]=[CH:13][C:12]([CH2:15][C@H:16]([NH:19][C:20](=[O:26])[O:21][C:22]([CH3:25])([CH3:24])[CH3:23])[CH2:17][OH:18])=[CH:11][CH:10]=1)([F:8])[CH3:7].N1C=CC=CC=1. The yield is 0.900. (3) The reactants are [NH2:1][C:2]1[CH:3]=[C:4]([CH:21]=[CH:22][CH:23]=1)[O:5][C:6]1[CH:7]=[CH:8][C:9]2[N:10]([CH:12]=[C:13]([NH:15][C:16]([CH:18]3[CH2:20][CH2:19]3)=[O:17])[N:14]=2)[N:11]=1.[F:24][C:25]([F:36])([F:35])[C:26]1[N:31]=[C:30]([C:32](O)=[O:33])[CH:29]=[CH:28][CH:27]=1.Cl.CN(C)CCCN=C=NCC.ON1C2C=CC=CC=2N=N1.[Cl-].[NH4+]. The catalyst is CN(C)C=O. The product is [CH:18]1([C:16]([NH:15][C:13]2[N:14]=[C:9]3[CH:8]=[CH:7][C:6]([O:5][C:4]4[CH:3]=[C:2]([NH:1][C:32]([C:30]5[CH:29]=[CH:28][CH:27]=[C:26]([C:25]([F:36])([F:24])[F:35])[N:31]=5)=[O:33])[CH:23]=[CH:22][CH:21]=4)=[N:11][N:10]3[CH:12]=2)=[O:17])[CH2:20][CH2:19]1. The yield is 0.850. (4) The reactants are CS(O[CH2:6][CH2:7][N:8]1[CH:12]=[C:11]([C:13]2[CH:18]=[C:17]([C:19]([O:21]C)=[O:20])[CH:16]=[CH:15][N:14]=2)[N:10]=[CH:9]1)(=O)=O.[F:23][C:24]1[CH:25]=[C:26]2[C:30](=[CH:31][CH:32]=1)[NH:29][CH2:28][CH2:27]2. No catalyst specified. The product is [F:23][C:24]1[CH:25]=[C:26]2[C:30](=[CH:31][CH:32]=1)[N:29]([CH2:6][CH2:7][N:8]1[CH:12]=[C:11]([C:13]3[CH:18]=[C:17]([C:19]([OH:21])=[O:20])[CH:16]=[CH:15][N:14]=3)[N:10]=[CH:9]1)[CH2:28][CH2:27]2. The yield is 0.110. (5) The reactants are C([Mg]Br)C.[Cl:5][C:6]1[N:20]=[CH:19][C:9]2[C:10]3[N:11]([CH:15]=[C:16](I)[N:17]=3)[CH2:12][CH2:13][O:14][C:8]=2[CH:7]=1.CN(C)[CH:23]=[O:24]. The yield is 0.980. The catalyst is O1CCCC1. The product is [Cl:5][C:6]1[N:20]=[CH:19][C:9]2[C:10]3[N:11]([CH:15]=[C:16]([CH:23]=[O:24])[N:17]=3)[CH2:12][CH2:13][O:14][C:8]=2[CH:7]=1.